Predict the reactants needed to synthesize the given product. From a dataset of Full USPTO retrosynthesis dataset with 1.9M reactions from patents (1976-2016). (1) The reactants are: [Br:1][C:2]1[CH:11]=[C:10]([CH2:12][OH:13])[C:9]2[C:4](=[CH:5][CH:6]=[CH:7][CH:8]=2)[C:3]=1[CH2:14][OH:15].[CH3:16][O:17][C:18]([CH3:20])=[CH2:19].[C:21](=[O:24])([O-])[O-].[K+].[K+].[CH2:27]1[CH2:31]OC[CH2:28]1. Given the product [Br:1][C:2]1[CH:11]=[C:10]([CH2:12][O:13][C:18]([CH3:20])([O:17][CH3:16])[CH3:19])[C:9]2[C:4](=[CH:5][CH:6]=[CH:7][CH:8]=2)[C:3]=1[CH2:14][O:15][C:27]([O:24][CH3:21])([CH3:31])[CH3:28], predict the reactants needed to synthesize it. (2) Given the product [C@@H:1]([C@@H:5]([C:14](=[O:37])[N:15]([CH2:34][CH2:35][CH3:36])[C@@H:16]([CH:31]([CH3:33])[CH3:32])[CH2:17][C@H:18]([C:23]1[S:24][CH:25]=[C:26]([C:28]([NH:71][C@@H:72]([CH2:80][C:81]2[CH:82]=[CH:83][CH:84]=[CH:85][CH:86]=2)[CH2:73][C:74]([CH3:79])([CH3:78])[C:75]([OH:77])=[O:76])=[O:30])[N:27]=1)[O:19][C:20](=[O:22])[CH3:21])[NH:6][C:7](=[O:13])[O:8][C:9]([CH3:10])([CH3:11])[CH3:12])([CH2:3][CH3:4])[CH3:2], predict the reactants needed to synthesize it. The reactants are: [C@@H:1]([C@@H:5]([C:14](=[O:37])[N:15]([CH2:34][CH2:35][CH3:36])[C@@H:16]([CH:31]([CH3:33])[CH3:32])[CH2:17][C@H:18]([C:23]1[S:24][CH:25]=[C:26]([C:28]([OH:30])=O)[N:27]=1)[O:19][C:20](=[O:22])[CH3:21])[NH:6][C:7](=[O:13])[O:8][C:9]([CH3:12])([CH3:11])[CH3:10])([CH2:3][CH3:4])[CH3:2].CN(C(ON1N=NC2C=CC=NC1=2)=[N+](C)C)C.F[P-](F)(F)(F)(F)F.CCN(C(C)C)C(C)C.[NH2:71][C@@H:72]([CH2:80][C:81]1[CH:86]=[CH:85][CH:84]=[CH:83][CH:82]=1)[CH2:73][C:74]([CH3:79])([CH3:78])[C:75]([OH:77])=[O:76].C(O)(C(F)(F)F)=O. (3) Given the product [Cl:31][C:32]1[CH:37]=[CH:36][C:35]([C:2]2[CH:7]=[CH:6][CH:5]=[CH:4][C:3]=2[CH2:8][CH2:9][C:10]([N:12]([CH:22]([CH3:24])[CH3:23])[NH:13][C:14](=[O:21])[C:15]2[CH:20]=[CH:19][CH:18]=[CH:17][CH:16]=2)=[O:11])=[CH:34][CH:33]=1, predict the reactants needed to synthesize it. The reactants are: Br[C:2]1[CH:7]=[CH:6][CH:5]=[CH:4][C:3]=1[CH2:8][CH2:9][C:10]([N:12]([CH:22]([CH3:24])[CH3:23])[NH:13][C:14](=[O:21])[C:15]1[CH:20]=[CH:19][CH:18]=[CH:17][CH:16]=1)=[O:11].C([O-])([O-])=O.[Na+].[Na+].[Cl:31][C:32]1[CH:37]=[CH:36][C:35](B(O)O)=[CH:34][CH:33]=1. (4) The reactants are: [CH:1]1([C:4]2[CH:9]=[C:8]([C:10]([F:13])([F:12])[F:11])[CH:7]=[CH:6][C:5]=2B2OC(C)(C)C(C)(C)O2)[CH2:3][CH2:2]1.[Br:23][C:24]1[CH:33]=[C:32]2[C:27]([C:28](Cl)=[N:29][CH:30]=[N:31]2)=[CH:26][CH:25]=1.C(=O)([O-])[O-].[K+].[K+].O. Given the product [Br:23][C:24]1[CH:33]=[C:32]2[C:27]([C:28]([C:5]3[CH:6]=[CH:7][C:8]([C:10]([F:11])([F:12])[F:13])=[CH:9][C:4]=3[CH:1]3[CH2:2][CH2:3]3)=[N:29][CH:30]=[N:31]2)=[CH:26][CH:25]=1, predict the reactants needed to synthesize it. (5) Given the product [Br:1][C:2]1[CH:3]=[C:4]([CH:7]=[C:8]([F:10])[CH:9]=1)[CH2:5][OH:6], predict the reactants needed to synthesize it. The reactants are: [Br:1][C:2]1[CH:3]=[C:4]([CH:7]=[C:8]([F:10])[CH:9]=1)[CH:5]=[O:6].